Dataset: Peptide-MHC class II binding affinity with 134,281 pairs from IEDB. Task: Regression. Given a peptide amino acid sequence and an MHC pseudo amino acid sequence, predict their binding affinity value. This is MHC class II binding data. (1) The peptide sequence is APTGMFVAAAKYMVI. The MHC is DRB1_0301 with pseudo-sequence DRB1_0301. The binding affinity (normalized) is 0.822. (2) The peptide sequence is GPLDKEAIEERVERI. The MHC is HLA-DQA10501-DQB10303 with pseudo-sequence HLA-DQA10501-DQB10303. The binding affinity (normalized) is 0. (3) The peptide sequence is NSLLTSPLSINTRMT. The MHC is HLA-DQA10301-DQB10302 with pseudo-sequence HLA-DQA10301-DQB10302. The binding affinity (normalized) is 0.